Regression. Given a peptide amino acid sequence and an MHC pseudo amino acid sequence, predict their binding affinity value. This is MHC class I binding data. From a dataset of Peptide-MHC class I binding affinity with 185,985 pairs from IEDB/IMGT. The peptide sequence is AQHAPDAAK. The MHC is HLA-A11:01 with pseudo-sequence HLA-A11:01. The binding affinity (normalized) is 0.614.